Dataset: Catalyst prediction with 721,799 reactions and 888 catalyst types from USPTO. Task: Predict which catalyst facilitates the given reaction. Reactant: Cl[C:2]1[N:7]=[C:6]([N:8]2[CH2:13][CH2:12][O:11][CH2:10][C@H:9]2[CH3:14])[CH:5]=[C:4]([C:15]2([S:18]([CH:21]([CH3:23])[CH3:22])(=[O:20])=[O:19])[CH2:17][CH2:16]2)[N:3]=1.C(=O)([O-])[O-].[Na+].[Na+].[NH:30]1[C:38]2[C:33](=[C:34](B(O)O)[CH:35]=[CH:36][CH:37]=2)[CH:32]=[CH:31]1. Product: [CH3:22][CH:21]([S:18]([C:15]1([C:4]2[CH:5]=[C:6]([N:8]3[CH2:13][CH2:12][O:11][CH2:10][C@H:9]3[CH3:14])[N:7]=[C:2]([C:34]3[CH:35]=[CH:36][CH:37]=[C:38]4[C:33]=3[CH:32]=[CH:31][NH:30]4)[N:3]=2)[CH2:17][CH2:16]1)(=[O:20])=[O:19])[CH3:23]. The catalyst class is: 600.